Dataset: Human liver microsome stability data. Task: Regression/Classification. Given a drug SMILES string, predict its absorption, distribution, metabolism, or excretion properties. Task type varies by dataset: regression for continuous measurements (e.g., permeability, clearance, half-life) or binary classification for categorical outcomes (e.g., BBB penetration, CYP inhibition). Dataset: hlm. (1) The molecule is NC(=O)c1ccc(NC(=O)[C@H](Cc2ccccc2)NC(=O)C=Cc2cc(Cl)ccc2-n2cnnn2)cc1. The result is 0 (unstable in human liver microsomes). (2) The compound is Cc1cccc2[nH]c(C(=O)N3CC(=O)N(Cc4cccc(OC(F)F)c4)[C@@H](Cc4ccccc4)C3)cc12. The result is 1 (stable in human liver microsomes). (3) The drug is Fc1cc(I)ccc1Nc1c(-c2nnc(NCCCN3CCOCC3)o2)ccc(F)c1F. The result is 0 (unstable in human liver microsomes). (4) The drug is O=C(CSc1nc2ccccc2nc1C(F)(F)F)NC(=O)Nc1ccccc1Cl. The result is 0 (unstable in human liver microsomes). (5) The compound is c1ccc(Cn2nnnc2C(c2ccc3occc3c2)N2CCCN(C3CCC3)CC2)cc1. The result is 1 (stable in human liver microsomes). (6) The drug is C=C1CC[C@@]2(O)[C@H]3Cc4ccc(O)c5c4[C@@]2(CCN3CC2CC2)[C@H]1O5. The result is 1 (stable in human liver microsomes). (7) The drug is C[C@]1(CC2CC2)CN(Cc2ccc(F)cc2)C(=O)C(C2=NS(=O)(=O)c3cc(NS(C)(=O)=O)ccc3N2)=C1O. The result is 0 (unstable in human liver microsomes).